This data is from Forward reaction prediction with 1.9M reactions from USPTO patents (1976-2016). The task is: Predict the product of the given reaction. (1) The product is: [N:1]([CH:10]1[CH2:9][CH2:8][CH:7]([C:17]([O:19][CH3:20])=[O:18])[C:6]([CH3:21])([CH3:5])[CH2:11]1)=[N+:2]=[N-:3]. Given the reactants [N-:1]=[N+:2]=[N-:3].[Na+].[CH3:5][C:6]1([CH3:21])[CH2:11][CH:10](OS(C)(=O)=O)[CH2:9][CH2:8][CH:7]1[C:17]([O:19][CH3:20])=[O:18], predict the reaction product. (2) Given the reactants C[N:2]([CH3:5])C=O.Br[C:7]1[CH:8]=[C:9]2[C:13](=[CH:14][CH:15]=1)[C:12](=[O:16])[CH2:11][CH2:10]2.C(=O)(O)[O-].[Na+], predict the reaction product. The product is: [O:16]=[C:12]1[C:13]2[C:9](=[CH:8][C:7]([C:5]#[N:2])=[CH:15][CH:14]=2)[CH2:10][CH2:11]1. (3) Given the reactants [CH:1]1([N:4]2[CH2:9][CH2:8][N:7]([C:10]3[CH:20]=[CH:19][C:13]([C:14]([O:16]CC)=O)=[CH:12][CH:11]=3)[CH2:6][CH2:5]2)[CH2:3][CH2:2]1.Cl.[CH3:22][O:23][C:24]1[CH:25]=[C:26]([CH2:32][O:33][C:34]2[CH:35]=[C:36]([NH2:39])[NH:37][N:38]=2)[CH:27]=[C:28]([O:30][CH3:31])[CH:29]=1.C[Al](C)C.C1(C)C=CC=CC=1, predict the reaction product. The product is: [CH:1]1([N:4]2[CH2:5][CH2:6][N:7]([C:10]3[CH:11]=[CH:12][C:13]([C:14]([NH:39][C:36]4[NH:37][N:38]=[C:34]([O:33][CH2:32][C:26]5[CH:27]=[C:28]([O:30][CH3:31])[CH:29]=[C:24]([O:23][CH3:22])[CH:25]=5)[CH:35]=4)=[O:16])=[CH:19][CH:20]=3)[CH2:8][CH2:9]2)[CH2:2][CH2:3]1. (4) Given the reactants [CH2:1]([C:8]1[CH:9]=[N:10][C:11]2[C:16]([C:17]=1[C:18]1[CH:19]=[C:20]([NH2:24])[CH:21]=[CH:22][CH:23]=1)=[CH:15][CH:14]=[CH:13][C:12]=2[C:25]([F:28])([F:27])[F:26])[C:2]1[CH:7]=[CH:6][CH:5]=[CH:4][CH:3]=1.[F:29][C:30]([F:40])([F:39])[C:31]1[CH:32]=[C:33]([CH:36]=[CH:37][CH:38]=1)[CH:34]=O, predict the reaction product. The product is: [CH2:1]([C:8]1[CH:9]=[N:10][C:11]2[C:16]([C:17]=1[C:18]1[CH:19]=[C:20]([NH:24][CH2:34][C:33]3[CH:36]=[CH:37][CH:38]=[C:31]([C:30]([F:29])([F:39])[F:40])[CH:32]=3)[CH:21]=[CH:22][CH:23]=1)=[CH:15][CH:14]=[CH:13][C:12]=2[C:25]([F:28])([F:26])[F:27])[C:2]1[CH:3]=[CH:4][CH:5]=[CH:6][CH:7]=1.